Dataset: Forward reaction prediction with 1.9M reactions from USPTO patents (1976-2016). Task: Predict the product of the given reaction. (1) Given the reactants [CH2:1]([O:8][C:9]([CH2:11][S:12](Cl)(=[O:14])=[O:13])=[O:10])[C:2]1[CH:7]=[CH:6][CH:5]=[CH:4][CH:3]=1.Cl.[NH2:17][C:18]1[CH:23]=[CH:22][C:21]([N:24]2[CH2:29][CH2:28][C:27](=[O:30])[CH2:26][CH2:25]2)=[CH:20][CH:19]=1, predict the reaction product. The product is: [CH2:1]([O:8][C:9](=[O:10])[CH2:11][S:12](=[O:14])(=[O:13])[NH:17][C:18]1[CH:23]=[CH:22][C:21]([N:24]2[CH2:25][CH2:26][C:27](=[O:30])[CH2:28][CH2:29]2)=[CH:20][CH:19]=1)[C:2]1[CH:7]=[CH:6][CH:5]=[CH:4][CH:3]=1. (2) Given the reactants [O:1]1[CH:5]=[CH:4][C:3]([C:6]2[N:11]3[N:12]=[C:13]([NH2:15])[N:14]=[C:10]3[CH:9]=[CH:8][CH:7]=2)=[CH:2]1.[CH3:16][O:17][C:18]1[CH:19]=[C:20]([CH:24]=[C:25]([O:27][CH3:28])[CH:26]=1)[C:21](Cl)=[O:22], predict the reaction product. The product is: [O:1]1[CH:5]=[CH:4][C:3]([C:6]2[N:11]3[N:12]=[C:13]([NH:15][C:21](=[O:22])[C:20]4[CH:24]=[C:25]([O:27][CH3:28])[CH:26]=[C:18]([O:17][CH3:16])[CH:19]=4)[N:14]=[C:10]3[CH:9]=[CH:8][CH:7]=2)=[CH:2]1. (3) Given the reactants [CH3:1]/[CH:2]=[C:3]1\[C@H:4]2[CH:11]=[C:10]([CH3:12])[CH2:9][C@@:8]\1([NH2:13])[C:7]1[CH:14]=[CH:15][C:16]([NH:18][C:6]=1[CH2:5]2)=[O:17].[CH:19](=O)[CH:20]=[CH:21][C:22]1[CH:27]=[CH:26][CH:25]=[CH:24][CH:23]=1, predict the reaction product. The product is: [C:22]1([CH:21]=[CH:20][CH:19]=[N:13][C@@:8]23[C:7]4[CH:14]=[CH:15][C:16](=[O:17])[NH:18][C:6]=4[CH2:5][C@@H:4](/[C:3]/2=[CH:2]\[CH3:1])[CH:11]=[C:10]([CH3:12])[CH2:9]3)[CH:27]=[CH:26][CH:25]=[CH:24][CH:23]=1. (4) Given the reactants [CH3:1][CH:2]([C:13]1[CH:18]=[CH:17][C:16]([CH2:19][O:20][CH2:21][CH2:22][O:23][CH2:24][CH2:25][O:26][CH2:27][CH2:28][O:29][CH2:30][CH2:31][O:32]C2CCCCO2)=[CH:15][CH:14]=1)[CH2:3][CH2:4][CH2:5][CH2:6][CH2:7][CH2:8][CH2:9][CH2:10][CH2:11][CH3:12].CC1C=CC(S(O)(=O)=O)=CC=1.O, predict the reaction product. The product is: [CH3:1][CH:2]([C:13]1[CH:14]=[CH:15][C:16]([CH2:19][O:20][CH2:21][CH2:22][O:23][CH2:24][CH2:25][O:26][CH2:27][CH2:28][O:29][CH2:30][CH2:31][OH:32])=[CH:17][CH:18]=1)[CH2:3][CH2:4][CH2:5][CH2:6][CH2:7][CH2:8][CH2:9][CH2:10][CH2:11][CH3:12].